This data is from CYP3A4 substrate classification data from Carbon-Mangels et al.. The task is: Regression/Classification. Given a drug SMILES string, predict its absorption, distribution, metabolism, or excretion properties. Task type varies by dataset: regression for continuous measurements (e.g., permeability, clearance, half-life) or binary classification for categorical outcomes (e.g., BBB penetration, CYP inhibition). Dataset: cyp3a4_substrate_carbonmangels. (1) The molecule is C[C@@H]1CC[C@H]2[C@@H](C)[C@@H](OC(=O)CCC(=O)O)O[C@@H]3O[C@@]4(C)CC[C@@H]1[C@@]23OO4. The result is 0 (non-substrate). (2) The result is 0 (non-substrate). The compound is CCC(C)(C)NC[C@H](O)COc1ccccc1C(=O)CCc1ccccc1. (3) The result is 1 (substrate). The drug is COc1ccc2c3c1O[C@H]1C(=O)CC[C@H]4[C@@H](C2)N(C)CC[C@]314. (4) The result is 1 (substrate). The molecule is O=C1CCc2cc(OCCCCc3nnnn3C3CCCCC3)ccc2N1. (5) The compound is COCc1c(C(C)C)nc(C(C)C)c(/C=C\[C@@H](O)C[C@@H](O)CC(=O)O)c1-c1ccc(F)cc1. The result is 1 (substrate). (6) The molecule is O=c1[nH]c(=O)n([C@@H]2CCCO2)cc1F. The result is 0 (non-substrate). (7) The result is 1 (substrate). The compound is COc1ccc([C@@H]2Sc3ccccc3N(CCN(C)C)C(=O)[C@@H]2OC(C)=O)cc1.